This data is from Full USPTO retrosynthesis dataset with 1.9M reactions from patents (1976-2016). The task is: Predict the reactants needed to synthesize the given product. (1) Given the product [CH3:1][O:2][C:3]1[CH:28]=[CH:27][C:6]([CH2:7][O:8][C:9]2[C:14]([O:15][CH2:16][C:17]3[CH:22]=[CH:21][C:20]([O:23][CH3:24])=[CH:19][CH:18]=3)=[CH:13][N:12]=[C:11]([CH2:25][N:33]3[C:29](=[O:39])[C:30]4[C:31](=[CH:35][CH:36]=[CH:37][CH:38]=4)[C:32]3=[O:34])[CH:10]=2)=[CH:5][CH:4]=1, predict the reactants needed to synthesize it. The reactants are: [CH3:1][O:2][C:3]1[CH:28]=[CH:27][C:6]([CH2:7][O:8][C:9]2[C:14]([O:15][CH2:16][C:17]3[CH:22]=[CH:21][C:20]([O:23][CH3:24])=[CH:19][CH:18]=3)=[CH:13][N:12]=[C:11]([CH2:25]O)[CH:10]=2)=[CH:5][CH:4]=1.[C:29]1(=[O:39])[NH:33][C:32](=[O:34])[C:31]2=[CH:35][CH:36]=[CH:37][CH:38]=[C:30]12.C1(P(C2C=CC=CC=2)C2C=CC=CC=2)C=CC=CC=1.N(C(OC(C)C)=O)=NC(OC(C)C)=O. (2) Given the product [F:22][C:19]([F:20])([F:21])[C:15]1[N:14]=[C:13]([C:11]2[NH:8][C:6](=[O:7])[NH:5][C:3](=[O:4])[N:2]=2)[CH:18]=[CH:17][CH:16]=1, predict the reactants needed to synthesize it. The reactants are: [Na].[NH2:2][C:3]([NH:5][C:6]([NH2:8])=[O:7])=[O:4].CO[C:11]([C:13]1[CH:18]=[CH:17][CH:16]=[C:15]([C:19]([F:22])([F:21])[F:20])[N:14]=1)=O. (3) Given the product [Br:1][C:2]1[CH:11]=[C:10]2[C:5]([C:6](=[O:15])[N:7]([CH3:14])[C:8]([CH2:12][N:16]3[CH2:20][CH2:19][CH2:18][CH2:17]3)=[N:9]2)=[CH:4][CH:3]=1, predict the reactants needed to synthesize it. The reactants are: [Br:1][C:2]1[CH:11]=[C:10]2[C:5]([C:6](=[O:15])[N:7]([CH3:14])[C:8]([CH2:12]Cl)=[N:9]2)=[CH:4][CH:3]=1.[NH:16]1[CH2:20][CH2:19][CH2:18][CH2:17]1.C([O-])([O-])=O.[K+].[K+].CN(C=O)C. (4) Given the product [C:3]1([C:12]2[CH:17]=[CH:16][CH:15]=[CH:14][CH:13]=2)[CH:8]=[CH:7][C:6]([C:24]2[N:23]=[C:22]([N+:26]([O-:28])=[O:27])[C:21]([NH2:29])=[CH:20][C:19]=2[Cl:18])=[CH:5][CH:4]=1, predict the reactants needed to synthesize it. The reactants are: [Li+].[OH-].[C:3]1([C:12]2[CH:17]=[CH:16][CH:15]=[CH:14][CH:13]=2)[CH:8]=[CH:7][C:6](B(O)O)=[CH:5][CH:4]=1.[Cl:18][C:19]1[CH:20]=[C:21]([NH2:29])[C:22]([N+:26]([O-:28])=[O:27])=[N:23][C:24]=1I.[Cl-].[NH4+].